This data is from Forward reaction prediction with 1.9M reactions from USPTO patents (1976-2016). The task is: Predict the product of the given reaction. (1) Given the reactants [C:1]([C:3]1[C:8](=O)[NH:7][C:6]([S:10][CH3:11])=[N:5][C:4]=1[C:12]1[CH:13]=[C:14]([O:18][CH3:19])[CH:15]=[N:16][CH:17]=1)#[N:2].O=P(Cl)(Cl)[Cl:22], predict the reaction product. The product is: [Cl:22][C:8]1[N:7]=[C:6]([S:10][CH3:11])[N:5]=[C:4]([C:12]2[CH:13]=[C:14]([O:18][CH3:19])[CH:15]=[N:16][CH:17]=2)[C:3]=1[C:1]#[N:2]. (2) Given the reactants [C:1]([C:3]1[CH:4]=[C:5]([CH:10]=[CH:11][C:12]=1[OH:13])[C:6]([O:8][CH3:9])=[O:7])#[N:2].[F:14][C:15]([F:28])([F:27])[S:16](O[S:16]([C:15]([F:28])([F:27])[F:14])(=[O:18])=[O:17])(=[O:18])=[O:17].C(N(C(C)C)CC)(C)C, predict the reaction product. The product is: [C:1]([C:3]1[CH:4]=[C:5]([CH:10]=[CH:11][C:12]=1[O:13][S:16]([C:15]([F:28])([F:27])[F:14])(=[O:18])=[O:17])[C:6]([O:8][CH3:9])=[O:7])#[N:2].